This data is from Forward reaction prediction with 1.9M reactions from USPTO patents (1976-2016). The task is: Predict the product of the given reaction. The product is: [CH3:21][C:22]1[N:27]=[C:26]([CH2:28][CH2:33][CH3:32])[C:25]([O:34][C:2]2[CH:7]=[CH:6][N:5]=[C:4]([NH:8][C:9]3[CH:14]=[C:13]([O:15][CH3:16])[C:12]([O:17][CH3:18])=[C:11]([O:19][CH3:20])[CH:10]=3)[CH:3]=2)=[CH:24][CH:23]=1. Given the reactants F[C:2]1[CH:7]=[CH:6][N:5]=[C:4]([NH:8][C:9]2[CH:14]=[C:13]([O:15][CH3:16])[C:12]([O:17][CH3:18])=[C:11]([O:19][CH3:20])[CH:10]=2)[CH:3]=1.[CH3:21][C:22]1[N:27]=[C:26]([C:28]2[CH:33]=[CH:32]C=CN=2)[C:25]([O:34]C2C=CN=C(NC3C=CC(S(N)(=O)=O)=CC=3)C=2)=[CH:24][CH:23]=1.C([O-])([O-])=O.[K+].[K+], predict the reaction product.